This data is from Forward reaction prediction with 1.9M reactions from USPTO patents (1976-2016). The task is: Predict the product of the given reaction. (1) Given the reactants S([C:5]1[CH:11]=CC(C)=[CH:7][CH:6]=1)([O-])(=O)=O.[Na+].[CH3:13][C:14]([NH2:20])([CH2:18][CH3:19])[C:15](=[S:17])[NH2:16], predict the reaction product. The product is: [CH2:5]([C:6]1([CH3:7])[NH:16][C:15](=[S:17])[C:14]([CH2:18][CH3:19])([CH3:13])[NH:20]1)[CH3:11]. (2) The product is: [CH3:39][O:40][C:41](=[O:58])[C:42]1[CH:47]=[CH:46][C:45]([C:20]([C:11]2[N:10]([S:7]([C:1]3[CH:2]=[CH:3][CH:4]=[CH:5][CH:6]=3)(=[O:8])=[O:9])[C:14]3=[N:15][CH:16]=[C:17]([F:19])[CH:18]=[C:13]3[CH:12]=2)=[CH:21][CH:22]2[CH2:23][CH2:24][O:25][CH2:26][CH2:27]2)=[CH:44][C:43]=1[F:57]. Given the reactants [C:1]1([S:7]([N:10]2[C:14]3=[N:15][CH:16]=[C:17]([F:19])[CH:18]=[C:13]3[CH:12]=[C:11]2[C:20](OS(C2C=CC(C)=CC=2)(=O)=O)=[CH:21][CH:22]2[CH2:27][CH2:26][O:25][CH2:24][CH2:23]2)(=[O:9])=[O:8])[CH:6]=[CH:5][CH:4]=[CH:3][CH:2]=1.[CH3:39][O:40][C:41](=[O:58])[C:42]1[CH:47]=[CH:46][C:45](B2OC(C)(C)C(C)(C)O2)=[CH:44][C:43]=1[F:57].C(=O)([O-])[O-].[Na+].[Na+], predict the reaction product. (3) Given the reactants [Cl:1][C:2]1[CH:3]=[C:4]([C:8]2[O:9][N:10]=[C:11]3[CH:16]=[CH:15][C:14]([C:17]([C:19]4[CH:24]=[CH:23][C:22]([F:25])=[CH:21][CH:20]=4)=[O:18])=[CH:13][C:12]=23)[CH:5]=[CH:6][CH:7]=1, predict the reaction product. The product is: [NH2:10][C:11]1[CH:16]=[CH:15][C:14]([C:17](=[O:18])[C:19]2[CH:24]=[CH:23][C:22]([F:25])=[CH:21][CH:20]=2)=[CH:13][C:12]=1[C:8]([C:4]1[CH:5]=[CH:6][CH:7]=[C:2]([Cl:1])[CH:3]=1)=[O:9].